Dataset: Forward reaction prediction with 1.9M reactions from USPTO patents (1976-2016). Task: Predict the product of the given reaction. The product is: [C:24]([O:28][C:29](=[O:32])[CH2:30][N:8]1[C:9](=[O:11])[CH:10]=[C:5]([NH:4][C:3]2[CH:17]=[CH:18][C:19]([I:21])=[CH:20][C:2]=2[F:1])[C:6]([C:12]([O:14][CH2:15][CH3:16])=[O:13])=[CH:7]1)([CH3:27])([CH3:26])[CH3:25]. Given the reactants [F:1][C:2]1[CH:20]=[C:19]([I:21])[CH:18]=[CH:17][C:3]=1[NH:4][C:5]1[C:6]([C:12]([O:14][CH2:15][CH3:16])=[O:13])=[CH:7][NH:8][C:9](=[O:11])[CH:10]=1.[H-].[Na+].[C:24]([O:28][C:29](=[O:32])[CH2:30]Br)([CH3:27])([CH3:26])[CH3:25], predict the reaction product.